Predict the reaction yield, written as a fraction of the theoretical maximum amount of product (1.0 means a 100% yield; for example, 0.34 means a 34% yield). From a dataset of Reaction yield outcomes from USPTO patents with 853,638 reactions. (1) The reactants are [S:1]1[CH:5]=[CH:4][C:3]([C:6](Cl)=[O:7])=[CH:2]1.[CH2:9]([NH:11][CH2:12][CH3:13])[CH3:10]. The catalyst is C(Cl)Cl. The product is [CH2:9]([N:11]([CH2:12][CH3:13])[C:6]([C:3]1[CH:4]=[CH:5][S:1][CH:2]=1)=[O:7])[CH3:10]. The yield is 0.910. (2) The reactants are [NH:1]([C:6]([O:8][C:9]([CH3:12])([CH3:11])[CH3:10])=[O:7])[CH2:2][C:3]([OH:5])=O.CN(C(ON1N=NC2C=CC=NC1=2)=[N+](C)C)C.F[P-](F)(F)(F)(F)F.[NH:37]1[C:46]2[C:41](=[CH:42][CH:43]=[CH:44][CH:45]=2)[CH2:40][CH2:39][CH2:38]1.CCN(C(C)C)C(C)C. The catalyst is C(Cl)Cl. The product is [N:37]1([C:3](=[O:5])[CH2:2][NH:1][C:6](=[O:7])[O:8][C:9]([CH3:12])([CH3:11])[CH3:10])[C:46]2[C:41](=[CH:42][CH:43]=[CH:44][CH:45]=2)[CH2:40][CH2:39][CH2:38]1. The yield is 0.870. (3) The reactants are [Cl:1][C:2]1[N:7]=[C:6]([CH2:8][C:9]([C:11]2[C:12]([F:29])=[C:13]([NH:17][S:18]([C:21]3[C:26]([F:27])=[CH:25][CH:24]=[CH:23][C:22]=3[F:28])(=[O:20])=[O:19])[CH:14]=[CH:15][CH:16]=2)=O)[CH:5]=[CH:4][N:3]=1.ClCCl.BrN1C(=O)CCC1=O.[CH3:41][C:42]([CH3:47])([CH3:46])[C:43](=[S:45])[NH2:44]. The catalyst is C(OCC)(=O)C.O. The product is [Cl:1][C:2]1[N:7]=[C:6]([C:8]2[S:45][C:43]([C:42]([CH3:47])([CH3:46])[CH3:41])=[N:44][C:9]=2[C:11]2[C:12]([F:29])=[C:13]([NH:17][S:18]([C:21]3[C:26]([F:27])=[CH:25][CH:24]=[CH:23][C:22]=3[F:28])(=[O:20])=[O:19])[CH:14]=[CH:15][CH:16]=2)[CH:5]=[CH:4][N:3]=1. The yield is 0.800. (4) The reactants are O[C:2]1[CH:19]=[CH:18][C:17]2[C:16]3[C:11](=[CH:12][CH:13]=[CH:14][CH:15]=3)[C:10]3[C:5](=[CH:6][CH:7]=[CH:8][CH:9]=3)[C:4]=2[CH:3]=1.CC1C=CC=C(C)N=1.[F:28][C:29]([F:42])([F:41])[S:30]([O:33]S(C(F)(F)F)(=O)=O)(=[O:32])=[O:31]. The catalyst is CN(C)C1C=CN=CC=1.C(Cl)Cl. The product is [F:28][C:29]([F:42])([F:41])[S:30]([O:33][C:3]1[C:4]2[C:5]3[C:10](=[CH:9][CH:8]=[CH:7][CH:6]=3)[C:11]3[C:16](=[CH:15][CH:14]=[CH:13][CH:12]=3)[C:17]=2[CH:18]=[CH:19][CH:2]=1)(=[O:32])=[O:31]. The yield is 0.900. (5) The reactants are Cl[C:2]1[C:11]2[N:12]=[C:13]([CH2:27][O:28][CH2:29][CH3:30])[N:14]([CH2:15][C:16]3[O:20][N:19]=[C:18]([C:21]4[CH:22]=[N:23][CH:24]=[CH:25][CH:26]=4)[CH:17]=3)[C:10]=2[C:9]2[CH:8]=[CH:7][CH:6]=[CH:5][C:4]=2[N:3]=1.[NH3:31]. The catalyst is CO. The product is [CH2:29]([O:28][CH2:27][C:13]1[N:14]([CH2:15][C:16]2[O:20][N:19]=[C:18]([C:21]3[CH:22]=[N:23][CH:24]=[CH:25][CH:26]=3)[CH:17]=2)[C:10]2[C:9]3[CH:8]=[CH:7][CH:6]=[CH:5][C:4]=3[N:3]=[C:2]([NH2:31])[C:11]=2[N:12]=1)[CH3:30]. The yield is 0.450. (6) The reactants are [OH-].[K+].[CH2:3]([O:10][C:11]([NH:13][C@@H:14]([CH2:19][C:20]1[CH:25]=[CH:24][CH:23]=[CH:22][CH:21]=1)[C@H:15]([OH:18])[CH2:16]Cl)=[O:12])[C:4]1[CH:9]=[CH:8][CH:7]=[CH:6][CH:5]=1. The catalyst is C(O)C.ClCCl. The product is [CH2:3]([O:10][C:11]([NH:13][C@@H:14]([CH2:19][C:20]1[CH:25]=[CH:24][CH:23]=[CH:22][CH:21]=1)[C@@H:15]1[O:18][CH2:16]1)=[O:12])[C:4]1[CH:9]=[CH:8][CH:7]=[CH:6][CH:5]=1. The yield is 0.770. (7) The reactants are Cl[CH2:2]Br.[Cl:4][C:5]1[CH:10]=[C:9]([C:11]2[CH:16]=[CH:15][C:14]([Cl:17])=[CH:13][CH:12]=2)[CH:8]=[CH:7][C:6]=1[CH2:18][C:19]([C:21]1([Cl:24])[CH2:23][CH2:22]1)=[O:20].[Li]CCCC. The catalyst is C1COCC1. The product is [Cl:4][C:5]1[CH:10]=[C:9]([C:11]2[CH:12]=[CH:13][C:14]([Cl:17])=[CH:15][CH:16]=2)[CH:8]=[CH:7][C:6]=1[CH2:18][C:19]1([C:21]2([Cl:24])[CH2:22][CH2:23]2)[CH2:2][O:20]1. The yield is 0.550.